Dataset: Full USPTO retrosynthesis dataset with 1.9M reactions from patents (1976-2016). Task: Predict the reactants needed to synthesize the given product. (1) Given the product [Na:3].[NH2:4][N:5]1[NH:14][C:13](=[O:15])[C:12]2[C:7](=[CH:8][CH:9]=[CH:10][CH:11]=2)[C:6]1=[O:16], predict the reactants needed to synthesize it. The reactants are: O.O.[Na:3].[NH2:4][N:5]1[NH:14][C:13](=[O:15])[C:12]2[C:7](=[CH:8][CH:9]=[CH:10][CH:11]=2)[C:6]1=[O:16].[N+](C1C=CC=C2C(OC(=O)C=12)=O)([O-])=O.O.NN.[N+](C1(C(O)=O)C=CC=CC1C(NN)=O)([O-])=O.NC1C=CC=C(C(NN)=O)C=1C(NN)=O.NC1(C(NN)=O)C=CC=CC1C(NN)=O.BrBr.[OH-].[Na+]. (2) Given the product [Cl:20][C:21]1[CH:26]=[C:25]([Cl:27])[CH:24]=[CH:23][C:22]=1[C:2]1[C:7]2=[N:8][C:9]([C:12]([N:14]3[CH2:18][CH2:17][CH:16]([OH:19])[CH2:15]3)=[O:13])=[CH:10][N:11]=[C:6]2[CH:5]=[N:4][CH:3]=1, predict the reactants needed to synthesize it. The reactants are: Br[C:2]1[C:7]2=[N:8][C:9]([C:12]([N:14]3[CH2:18][CH2:17][CH:16]([OH:19])[CH2:15]3)=[O:13])=[CH:10][N:11]=[C:6]2[CH:5]=[N:4][CH:3]=1.[Cl:20][C:21]1[CH:26]=[C:25]([Cl:27])[CH:24]=[CH:23][C:22]=1B(O)O.C(=O)([O-])[O-].[Cs+].[Cs+].O1CCOCC1. (3) Given the product [Cl:18][C:19]1[C:28]([NH:14][S:13]([C:10]2[CH:11]=[CH:12][N:8]([C:2]([F:1])([F:17])[C:3]([N:5]([CH3:7])[CH3:6])=[O:4])[N:9]=2)(=[O:15])=[O:16])=[N:27][C:26]2[C:21]([N:20]=1)=[CH:22][CH:23]=[CH:24][CH:25]=2, predict the reactants needed to synthesize it. The reactants are: [F:1][C:2]([F:17])([N:8]1[CH:12]=[CH:11][C:10]([S:13](=[O:16])(=[O:15])[NH2:14])=[N:9]1)[C:3]([N:5]([CH3:7])[CH3:6])=[O:4].[Cl:18][C:19]1[C:28](Cl)=[N:27][C:26]2[C:21](=[CH:22][CH:23]=[CH:24][CH:25]=2)[N:20]=1.C(=O)([O-])[O-].[K+].[K+]. (4) Given the product [CH3:12][S:9]([N:8]([CH3:13])[C:5]1[CH:6]=[CH:7][C:2]([NH:1][C:27]([C:25]2[O:26][C:22]([C:20]#[N:21])=[CH:23][CH:24]=2)=[O:28])=[C:3]([N:14]2[CH2:15][CH2:16][CH2:17][CH2:18][CH2:19]2)[CH:4]=1)(=[O:11])=[O:10], predict the reactants needed to synthesize it. The reactants are: [NH2:1][C:2]1[CH:7]=[CH:6][C:5]([N:8]([CH3:13])[S:9]([CH3:12])(=[O:11])=[O:10])=[CH:4][C:3]=1[N:14]1[CH2:19][CH2:18][CH2:17][CH2:16][CH2:15]1.[C:20]([C:22]1[O:26][C:25]([C:27](Cl)=[O:28])=[CH:24][CH:23]=1)#[N:21].CCN(C(C)C)C(C)C.